This data is from NCI-60 drug combinations with 297,098 pairs across 59 cell lines. The task is: Regression. Given two drug SMILES strings and cell line genomic features, predict the synergy score measuring deviation from expected non-interaction effect. (1) Drug 1: C1=NC2=C(N1)C(=S)N=C(N2)N. Drug 2: CC1CCC2CC(C(=CC=CC=CC(CC(C(=O)C(C(C(=CC(C(=O)CC(OC(=O)C3CCCCN3C(=O)C(=O)C1(O2)O)C(C)CC4CCC(C(C4)OC)O)C)C)O)OC)C)C)C)OC. Cell line: U251. Synergy scores: CSS=36.3, Synergy_ZIP=-10.2, Synergy_Bliss=-5.29, Synergy_Loewe=-1.87, Synergy_HSA=0.834. (2) Drug 1: C1=CC(=CC=C1CCC2=CNC3=C2C(=O)NC(=N3)N)C(=O)NC(CCC(=O)O)C(=O)O. Drug 2: CC1C(C(CC(O1)OC2CC(CC3=C2C(=C4C(=C3O)C(=O)C5=C(C4=O)C(=CC=C5)OC)O)(C(=O)CO)O)N)O.Cl. Cell line: HOP-62. Synergy scores: CSS=42.8, Synergy_ZIP=-1.99, Synergy_Bliss=-6.02, Synergy_Loewe=0.951, Synergy_HSA=1.38. (3) Drug 1: CN(C)C1=NC(=NC(=N1)N(C)C)N(C)C. Drug 2: CN(CCCl)CCCl.Cl. Cell line: EKVX. Synergy scores: CSS=3.95, Synergy_ZIP=0.959, Synergy_Bliss=2.94, Synergy_Loewe=-2.78, Synergy_HSA=0.712.